Dataset: Catalyst prediction with 721,799 reactions and 888 catalyst types from USPTO. Task: Predict which catalyst facilitates the given reaction. Reactant: [Br:1][C:2]1[CH:3]=[CH:4][C:5]([CH2:8][CH2:9][CH2:10][C:11](O)=O)=[N:6][CH:7]=1.CN(C(ON1N=NC2C=CC=NC1=2)=[N+](C)C)C.F[P-](F)(F)(F)(F)F.C(N(C(C)C)CC)(C)C.[C:47]([C:51]1[CH:64]=[CH:63][C:54]([CH2:55][N:56]([C:58]([NH:60][CH2:61][CH3:62])=[O:59])[NH2:57])=[CH:53][CH:52]=1)([CH3:50])([CH3:49])[CH3:48].C12(CS(O)(=O)=O)C(C)(C)C(CC1)CC2=O. Product: [Br:1][C:2]1[CH:3]=[CH:4][C:5]([CH2:8][CH2:9][CH2:10][C:11]2[N:60]([CH2:61][CH3:62])[C:58](=[O:59])[N:56]([CH2:55][C:54]3[CH:53]=[CH:52][C:51]([C:47]([CH3:48])([CH3:50])[CH3:49])=[CH:64][CH:63]=3)[N:57]=2)=[N:6][CH:7]=1. The catalyst class is: 31.